Dataset: Catalyst prediction with 721,799 reactions and 888 catalyst types from USPTO. Task: Predict which catalyst facilitates the given reaction. (1) The catalyst class is: 1. Product: [F:13][C:3]1[C:2]([NH2:1])=[CH:11][CH:10]=[C:9]2[C:4]=1[CH2:5][CH2:6][NH:7][CH2:8]2. Reactant: [NH2:1][C:2]1[C:3]([F:13])=[C:4]2[C:9](=[CH:10][CH:11]=1)[C:8](=O)[NH:7][CH2:6][CH2:5]2.B.CO. (2) Reactant: [CH3:1][C@@H:2]1[CH2:7][CH2:6][NH:5][CH2:4][C@H:3]1[C:8]([O:10][CH3:11])=[O:9].[Cl:12][C:13]1[CH:18]=[CH:17][C:16]([C:19]2([C:23](O)=[O:24])[CH2:22][CH2:21][CH2:20]2)=[CH:15][CH:14]=1.F[P-](F)(F)(F)(F)F.Br[P+](N1CCCC1)(N1CCCC1)N1CCCC1. Product: [Cl:12][C:13]1[CH:14]=[CH:15][C:16]([C:19]2([C:23]([N:5]3[CH2:6][CH2:7][C@@H:2]([CH3:1])[C@H:3]([C:8]([O:10][CH3:11])=[O:9])[CH2:4]3)=[O:24])[CH2:22][CH2:21][CH2:20]2)=[CH:17][CH:18]=1. The catalyst class is: 2. (3) Reactant: [H-].[Al+3].[Li+].[H-].[H-].[H-].[Cl:7][C:8]1[CH:9]=[CH:10][C:11]([S:16][CH3:17])=[C:12]([CH:15]=1)[C:13]#[N:14].O.O.O.O.O.O.O.O.O.O.[O-]S([O-])(=O)=O.[Na+].[Na+]. Product: [ClH:7].[Cl:7][C:8]1[CH:9]=[CH:10][C:11]([S:16][CH3:17])=[C:12]([CH2:13][NH2:14])[CH:15]=1. The catalyst class is: 7.